This data is from NCI-60 drug combinations with 297,098 pairs across 59 cell lines. The task is: Regression. Given two drug SMILES strings and cell line genomic features, predict the synergy score measuring deviation from expected non-interaction effect. (1) Drug 1: C1CN1P(=S)(N2CC2)N3CC3. Drug 2: CS(=O)(=O)OCCCCOS(=O)(=O)C. Cell line: HS 578T. Synergy scores: CSS=11.7, Synergy_ZIP=-6.91, Synergy_Bliss=-3.71, Synergy_Loewe=-7.17, Synergy_HSA=-1.36. (2) Drug 1: CC1=C(C=C(C=C1)NC2=NC=CC(=N2)N(C)C3=CC4=NN(C(=C4C=C3)C)C)S(=O)(=O)N.Cl. Drug 2: CC1C(C(=O)NC(C(=O)N2CCCC2C(=O)N(CC(=O)N(C(C(=O)O1)C(C)C)C)C)C(C)C)NC(=O)C3=C4C(=C(C=C3)C)OC5=C(C(=O)C(=C(C5=N4)C(=O)NC6C(OC(=O)C(N(C(=O)CN(C(=O)C7CCCN7C(=O)C(NC6=O)C(C)C)C)C)C(C)C)C)N)C. Cell line: EKVX. Synergy scores: CSS=9.18, Synergy_ZIP=15.7, Synergy_Bliss=20.1, Synergy_Loewe=19.7, Synergy_HSA=18.5. (3) Drug 1: CC1=CC2C(CCC3(C2CCC3(C(=O)C)OC(=O)C)C)C4(C1=CC(=O)CC4)C. Drug 2: CC1=C(N=C(N=C1N)C(CC(=O)N)NCC(C(=O)N)N)C(=O)NC(C(C2=CN=CN2)OC3C(C(C(C(O3)CO)O)O)OC4C(C(C(C(O4)CO)O)OC(=O)N)O)C(=O)NC(C)C(C(C)C(=O)NC(C(C)O)C(=O)NCCC5=NC(=CS5)C6=NC(=CS6)C(=O)NCCC[S+](C)C)O. Cell line: HS 578T. Synergy scores: CSS=18.7, Synergy_ZIP=-1.89, Synergy_Bliss=3.57, Synergy_Loewe=-22.7, Synergy_HSA=-2.66.